This data is from Merck oncology drug combination screen with 23,052 pairs across 39 cell lines. The task is: Regression. Given two drug SMILES strings and cell line genomic features, predict the synergy score measuring deviation from expected non-interaction effect. Drug 1: NC1(c2ccc(-c3nc4ccn5c(=O)[nH]nc5c4cc3-c3ccccc3)cc2)CCC1. Drug 2: CC1(c2nc3c(C(N)=O)cccc3[nH]2)CCCN1. Cell line: OCUBM. Synergy scores: synergy=5.78.